This data is from Forward reaction prediction with 1.9M reactions from USPTO patents (1976-2016). The task is: Predict the product of the given reaction. (1) Given the reactants [CH2:1]([O:3][C:4](=[O:18])[C:5]([O:8][C:9]1[CH:14]=[CH:13][C:12]([CH2:15][NH2:16])=[C:11]([Cl:17])[CH:10]=1)([CH3:7])[CH3:6])[CH3:2].ClC1C=C(O)C=CC=1C=O.C(CC(Br)(C)C([O-])=O)C.[F:38][C:39]([F:60])([F:59])[C:40]1[C:45]([C:46](O)=[O:47])=[CH:44][N:43]=[C:42]([C:49]2[CH:54]=[CH:53][C:52]([C:55]([F:58])([F:57])[F:56])=[CH:51][CH:50]=2)[N:41]=1.C(OC(C1C(C(F)(F)F)=NC(C2C=CC(C(F)(F)F)=CC=2)=NC=1)=O)C, predict the reaction product. The product is: [CH2:1]([O:3][C:4](=[O:18])[C:5]([O:8][C:9]1[CH:14]=[CH:13][C:12]([CH2:15][NH:16][C:46]([C:45]2[C:40]([C:39]([F:60])([F:38])[F:59])=[N:41][C:42]([C:49]3[CH:50]=[CH:51][C:52]([C:55]([F:57])([F:58])[F:56])=[CH:53][CH:54]=3)=[N:43][CH:44]=2)=[O:47])=[C:11]([Cl:17])[CH:10]=1)([CH3:7])[CH3:6])[CH3:2]. (2) Given the reactants [CH2:1]([O:3][CH2:4][C:5]1[N:6]([NH:18][CH2:19][CH:20]([CH3:22])[CH3:21])[C:7]2[C:16]3[CH:15]=[CH:14][CH:13]=[CH:12][C:11]=3[N:10]=[CH:9][C:8]=2[N:17]=1)[CH3:2].C1C=C(Cl)C=C(C(OO)=O)C=1.[NH4+:34].[OH-].C1(C)C=CC(S(Cl)(=O)=O)=CC=1, predict the reaction product. The product is: [CH2:1]([O:3][CH2:4][C:5]1[N:6]([NH:18][CH2:19][CH:20]([CH3:21])[CH3:22])[C:7]2[C:16]3[CH:15]=[CH:14][CH:13]=[CH:12][C:11]=3[N:10]=[C:9]([NH2:34])[C:8]=2[N:17]=1)[CH3:2]. (3) Given the reactants F[C:2]1[CH:8]=[C:7]([C:9]#[C:10][Si](C)(C)C)[CH:6]=[CH:5][C:3]=1[NH2:4].[C:15]([S-:20])(=[S:19])OCC.[K+].O.Cl, predict the reaction product. The product is: [C:9]([C:7]1[CH:6]=[CH:5][C:3]2[N:4]=[C:15]([SH:20])[S:19][C:2]=2[CH:8]=1)#[CH:10]. (4) The product is: [Br:17][CH2:7][C:6]1[N:5]([CH2:8][CH3:9])[N:4]([CH:10]2[CH2:11][CH2:12][CH2:13][CH2:14][CH2:15]2)[C:3](=[O:16])[C:2]=1[Cl:1]. Given the reactants [Cl:1][C:2]1[C:3](=[O:16])[N:4]([CH:10]2[CH2:15][CH2:14][CH2:13][CH2:12][CH2:11]2)[N:5]([CH2:8][CH3:9])[C:6]=1[CH3:7].[Br:17]N1C(=O)CCC1=O, predict the reaction product. (5) Given the reactants [OH-].[CH2:2]([P+:6]([CH2:15][CH2:16][CH2:17][CH3:18])([CH2:11][CH2:12][CH2:13][CH3:14])[CH2:7][CH2:8][CH2:9][CH3:10])[CH2:3][CH2:4][CH3:5].[C:19]([NH:22][CH2:23][C:24]([OH:26])=[O:25])(=[O:21])[CH3:20], predict the reaction product. The product is: [C:19]([NH:22][CH2:23][C:24]([O-:26])=[O:25])(=[O:21])[CH3:20].[CH2:15]([P+:6]([CH2:2][CH2:3][CH2:4][CH3:5])([CH2:7][CH2:8][CH2:9][CH3:10])[CH2:11][CH2:12][CH2:13][CH3:14])[CH2:16][CH2:17][CH3:18]. (6) Given the reactants [C:1]([C:3]1[S:4][C:5]2[CH:11]=[C:10]([OH:12])[CH:9]=[CH:8][C:6]=2[N:7]=1)#[N:2].[C:13](=O)([O-])[O-].[K+].[K+].BrCC1[CH:26]=[CH:25][CH:24]=[C:23]([CH2:27][Br:28])C=1.[CH3:29][C:30]([CH3:32])=O, predict the reaction product. The product is: [C:1]([C:3]1[S:4][C:5]2[CH:11]=[C:10]([O:12][CH2:29][C:30]3[CH:32]=[CH:26][CH:25]=[C:24]([CH2:23][CH2:27][Br:28])[CH:13]=3)[CH:9]=[CH:8][C:6]=2[N:7]=1)#[N:2]. (7) The product is: [ClH:35].[CH:28]1([N:11]2[C:12]3[N:19]=[C:18]([N:20]4[CH2:25][CH2:24][N:23]([CH3:26])[CH2:22][CH2:21]4)[C:17]([F:27])=[CH:16][C:13]=3[C:14](=[O:15])[N:9]([OH:8])[C:10]2=[O:31])[CH2:29][CH2:30]1. Given the reactants C([O:8][N:9]1[C:14](=[O:15])[C:13]2[CH:16]=[C:17]([F:27])[C:18]([N:20]3[CH2:25][CH2:24][N:23]([CH3:26])[CH2:22][CH2:21]3)=[N:19][C:12]=2[N:11]([CH:28]2[CH2:30][CH2:29]2)[C:10]1=[O:31])C1C=CC=CC=1.C([Cl:35])(=O)C, predict the reaction product. (8) Given the reactants [CH2:1]([CH:8]([C:11]#[N:12])[C:9]#[N:10])[C:2]1[CH:7]=[CH:6][CH:5]=[CH:4][CH:3]=1.[H-].[Na+].[Cl:15][CH:16]=[CH:17][CH2:18]Cl, predict the reaction product. The product is: [CH2:1]([C:8]([CH2:18]/[CH:17]=[CH:16]/[Cl:15])([C:9]#[N:10])[C:11]#[N:12])[C:2]1[CH:7]=[CH:6][CH:5]=[CH:4][CH:3]=1. (9) Given the reactants C(Cl)(=O)[C:2](Cl)=[O:3].CN(C)C=O.[Cl:12][C:13]1[CH:14]=[C:15]([C:23]2[O:27][N:26]=[C:25]([C:28]3[CH:29]=[CH:30][CH:31]=[C:32]4[C:36]=3[NH:35][CH:34]=[CH:33]4)[N:24]=2)[CH:16]=[CH:17][C:18]=1[O:19][CH:20]([CH3:22])[CH3:21], predict the reaction product. The product is: [Cl:12][C:13]1[CH:14]=[C:15]([C:23]2[O:27][N:26]=[C:25]([C:28]3[CH:29]=[CH:30][CH:31]=[C:32]4[C:36]=3[NH:35][CH:34]=[C:33]4[CH:2]=[O:3])[N:24]=2)[CH:16]=[CH:17][C:18]=1[O:19][CH:20]([CH3:21])[CH3:22]. (10) Given the reactants Br[C:2]1[CH:7]=[CH:6][C:5]([NH:8][C:9]2[CH:29]=[CH:28][C:12]([C:13]([N:15]3[CH2:20][CH2:19][N:18]([C:21]([O:23][C:24]([CH3:27])([CH3:26])[CH3:25])=[O:22])[CH2:17][CH2:16]3)=[O:14])=[CH:11][CH:10]=2)=[C:4]([C:30]#[N:31])[CH:3]=1.[F:32][C:33]1[CH:34]=[C:35](B(O)O)[CH:36]=[CH:37][C:38]=1[O:39][CH3:40].C1(C)C=CC=CC=1.C([O-])([O-])=O.[Na+].[Na+], predict the reaction product. The product is: [C:30]([C:4]1[CH:3]=[C:2]([C:35]2[CH:36]=[CH:37][C:38]([O:39][CH3:40])=[C:33]([F:32])[CH:34]=2)[CH:7]=[CH:6][C:5]=1[NH:8][C:9]1[CH:29]=[CH:28][C:12]([C:13]([N:15]2[CH2:20][CH2:19][N:18]([C:21]([O:23][C:24]([CH3:27])([CH3:26])[CH3:25])=[O:22])[CH2:17][CH2:16]2)=[O:14])=[CH:11][CH:10]=1)#[N:31].